This data is from Reaction yield outcomes from USPTO patents with 853,638 reactions. The task is: Predict the reaction yield, written as a fraction of the theoretical maximum amount of product (1.0 means a 100% yield; for example, 0.34 means a 34% yield). (1) The reactants are [CH2:1]([O:8][C:9]1[CH:14]=[C:13]([O:15][CH2:16][C:17]2[CH:22]=[CH:21][CH:20]=[CH:19][CH:18]=2)[C:12]([F:23])=[CH:11][C:10]=1[CH:24]1[CH2:29][CH2:28][NH:27][CH2:26][CH2:25]1)[C:2]1[CH:7]=[CH:6][CH:5]=[CH:4][CH:3]=1.C[N:31]([CH3:34])[CH2:32][CH3:33].[OH2:35]. The catalyst is O1CCCC1. The product is [C:32]1([NH:31][C:34]([N:27]2[CH2:26][CH2:25][CH:24]([C:10]3[CH:11]=[C:12]([F:23])[C:13]([O:15][CH2:16][C:17]4[CH:18]=[CH:19][CH:20]=[CH:21][CH:22]=4)=[CH:14][C:9]=3[O:8][CH2:1][C:2]3[CH:7]=[CH:6][CH:5]=[CH:4][CH:3]=3)[CH2:29][CH2:28]2)=[O:35])[CH:4]=[CH:3][CH:2]=[CH:1][CH:33]=1. The yield is 0.890. (2) The reactants are I[C:2]1[CH:3]=[N:4][CH:5]=[C:6]([I:8])[CH:7]=1.[Cl:9][C:10]1[CH:11]=[C:12]2[C:16](=[CH:17][CH:18]=1)[C:15](=[O:19])[NH:14][C:13]2([CH3:21])[CH3:20].[O-]P([O-])([O-])=O.[K+].[K+].[K+].N[C@H]1CCCC[C@@H]1N. The catalyst is O1CCOCC1.[Cu]I.O. The product is [Cl:9][C:10]1[CH:11]=[C:12]2[C:16](=[CH:17][CH:18]=1)[C:15](=[O:19])[N:14]([C:2]1[CH:3]=[N:4][CH:5]=[C:6]([I:8])[CH:7]=1)[C:13]2([CH3:21])[CH3:20]. The yield is 0.450.